This data is from Reaction yield outcomes from USPTO patents with 853,638 reactions. The task is: Predict the reaction yield, written as a fraction of the theoretical maximum amount of product (1.0 means a 100% yield; for example, 0.34 means a 34% yield). (1) The reactants are Cl[C:2]1[N:7]=[C:6]([NH:8][C:9]2[CH:18]=[CH:17][CH:16]=[CH:15][C:10]=2[C:11]([NH:13][CH3:14])=[O:12])[C:5]([C:19]([F:22])([F:21])[F:20])=[CH:4][N:3]=1.[NH2:23][C:24]1[CH:29]=[CH:28][C:27]([CH:30]([P:32](=[O:39])([O:36][CH2:37][CH3:38])[O:33][CH2:34][CH3:35])[OH:31])=[CH:26][CH:25]=1.[C:40](O)([C:42](F)(F)F)=O. The catalyst is CCO. The product is [CH2:40]([O:31][CH:30]([P:32](=[O:39])([O:33][CH2:34][CH3:35])[O:36][CH2:37][CH3:38])[C:27]1[CH:28]=[CH:29][C:24]([NH:23][C:2]2[N:7]=[C:6]([NH:8][C:9]3[CH:18]=[CH:17][CH:16]=[CH:15][C:10]=3[C:11](=[O:12])[NH:13][CH3:14])[C:5]([C:19]([F:22])([F:21])[F:20])=[CH:4][N:3]=2)=[CH:25][CH:26]=1)[CH3:42]. The yield is 0.120. (2) The product is [C:1]([O:6][C:7]12[CH2:16][CH:11]3[CH2:12][CH:13]([CH2:15][C:9]([O:17][CH2:30][C:28]4([F:29])[C:27]([F:33])([F:32])[C:26]([F:35])([F:34])[C:25]([F:36])([F:37])[C:24]([F:38])([F:39])[C:23]4([F:22])[F:40])([CH2:10]3)[CH2:8]1)[CH2:14]2)(=[O:5])[C:2]([CH3:4])=[CH2:3]. The yield is 0.613. The reactants are [C:1]([O:6][C:7]12[CH2:16][CH:11]3[CH2:12][CH:13]([CH2:15][C:9]([O:17]S(C)(=O)=O)([CH2:10]3)[CH2:8]1)[CH2:14]2)(=[O:5])[C:2]([CH3:4])=[CH2:3].[F:22][C:23]1([F:40])[C:28]([CH2:30]O)([F:29])[C:27]([F:33])([F:32])[C:26]([F:35])([F:34])[C:25]([F:37])([F:36])[C:24]1([F:39])[F:38].P([O-])(O)(O)=O.[Na+].C1(=O)OCCC1. The catalyst is O. (3) The product is [Br:46]/[C:47](/[CH:56]=[CH:20]/[C:16]1[C:17]([CH3:19])([CH3:18])[C:4]2[C:5]([N:15]=1)=[N+:6]([CH2:8][CH2:9][CH2:10][S:11]([O-:14])(=[O:13])=[O:12])[CH:7]=[C:2]([Cl:1])[CH:3]=2)=[CH:48]\[CH:21]=[C:22]1\[N:23]([CH2:37][CH2:38][CH2:39][S:40]([O-:43])(=[O:42])=[O:41])[C:24]2[C:29]([C:30]\1([CH3:31])[CH3:32])=[CH:28][C:27]([S:33]([O-:36])(=[O:35])=[O:34])=[CH:26][CH:25]=2.[Na+:44].[Na+:44]. The yield is 0.500. The reactants are [Cl:1][C:2]1[CH:3]=[C:4]2[C:17]([CH3:19])([CH3:18])[C:16]([CH3:20])=[N:15][C:5]2=[N+:6]([CH2:8][CH2:9][CH2:10][S:11]([O-:14])(=[O:13])=[O:12])[CH:7]=1.[CH3:21][C:22]1[C:30]([CH3:32])([CH3:31])[C:29]2[C:24](=[CH:25][CH:26]=[C:27]([S:33]([O-:36])(=[O:35])=[O:34])[CH:28]=2)[N+:23]=1[CH2:37][CH2:38][CH2:39][S:40]([O-:43])(=[O:42])=[O:41].[Na+:44].[Br-].[Br:46]/[C:47](=[CH:56]\NC1C=CC=CC=1)/[CH:48]=[NH+]/C1C=CC=CC=1.C(OC(=O)C)(=O)C. The catalyst is C(OCC)C.N1C=CC=CC=1. (4) The reactants are [N:1]([C:4]1[CH:11]=[C:10]([CH3:12])[C:7]([C:8]#[N:9])=[C:6]([CH3:13])[N:5]=1)=[C:2]=S.C(N(CC)CC)C.Cl.Cl.[NH2:23][CH2:24][C:25]1([OH:33])[CH:30]2[CH2:31][CH2:32][N:27]([CH2:28][CH2:29]2)[CH2:26]1.C(N=C=NC(C)C)(C)C. The catalyst is CN(C)C=O. The product is [N:27]12[CH2:32][CH2:31][CH:30]([CH2:29][CH2:28]1)[C@@:25]1([O:33][C:2]([NH:1][C:4]3[CH:11]=[C:10]([CH3:12])[C:7]([C:8]#[N:9])=[C:6]([CH3:13])[N:5]=3)=[N:23][CH2:24]1)[CH2:26]2. The yield is 0.660. (5) The catalyst is C1(C)C=CC=CC=1.C(O)C.C(Cl)(Cl)Cl.Cl[Pd](Cl)([P](C1C=CC=CC=1)(C1C=CC=CC=1)C1C=CC=CC=1)[P](C1C=CC=CC=1)(C1C=CC=CC=1)C1C=CC=CC=1.C(OCC)C. The yield is 0.514. The reactants are Br[C:2]1[CH:3]=[C:4]2[CH2:10][C:9](=[O:11])[NH:8][C:5]2=[N:6][CH:7]=1.[C:12]1(B(O)O)[CH:17]=[CH:16][CH:15]=[CH:14][CH:13]=1.C(=O)([O-])[O-].[Na+].[Na+].[Cl-].[Li+]. The product is [C:12]1([C:2]2[CH:3]=[C:4]3[CH2:10][C:9](=[O:11])[NH:8][C:5]3=[N:6][CH:7]=2)[CH:17]=[CH:16][CH:15]=[CH:14][CH:13]=1. (6) The reactants are [CH:1]12[O:9][CH:5]([CH2:6][NH:7][CH2:8]1)[CH2:4][N:3]([C:10]([O:12][C:13]([CH3:16])([CH3:15])[CH3:14])=[O:11])[CH2:2]2.Cl[CH2:18][CH2:19][CH2:20][CH2:21][C:22]1[CH:27]=[CH:26][N:25]=[CH:24][CH:23]=1.BrBr.C([O-])([O-])=O.[K+].[K+]. No catalyst specified. The product is [N:25]1[CH:26]=[CH:27][C:22]([CH2:21][CH2:20][CH2:19][CH2:18][N:7]2[CH2:6][CH:5]3[O:9][CH:1]([CH2:2][N:3]([C:10]([O:12][C:13]([CH3:16])([CH3:15])[CH3:14])=[O:11])[CH2:4]3)[CH2:8]2)=[CH:23][CH:24]=1. The yield is 0.440. (7) The reactants are [N+:1]([C:4]1[CH:10]=[CH:9][CH:8]=[CH:7][C:5]=1[NH2:6])([O-])=O.C([N:14]1[C:22]2[C:17](=[CH:18][C:19]([C:23](Cl)=O)=[CH:20][CH:21]=2)[C:16]([C:26]2[CH:31]=[CH:30][C:29]([F:32])=[CH:28][CH:27]=2)=[N:15]1)(=O)C.O. The catalyst is N1C=CC=CC=1. The product is [N:6]1[C:5]2[CH:7]=[CH:8][CH:9]=[CH:10][C:4]=2[NH:1][C:23]=1[C:19]1[CH:18]=[C:17]2[C:22](=[CH:21][CH:20]=1)[NH:14][N:15]=[C:16]2[C:26]1[CH:31]=[CH:30][C:29]([F:32])=[CH:28][CH:27]=1. The yield is 0.170. (8) The reactants are [CH2:1]([S:3]([N:6]1[CH2:11][CH2:10][CH:9]([C:12]2[C:20]3[C:15](=[C:16]([C:29]([NH2:31])=[O:30])[CH:17]=[C:18]([C:21]4[CH:26]=[CH:25][CH:24]=[C:23]([CH:27]=O)[CH:22]=4)[CH:19]=3)[NH:14][CH:13]=2)[CH2:8][CH2:7]1)(=[O:5])=[O:4])[CH3:2].[CH3:32][O:33][CH2:34][CH2:35][NH:36][CH2:37][CH2:38][O:39][CH3:40].[BH-](OC(C)=O)(OC(C)=O)OC(C)=O.[Na+]. No catalyst specified. The product is [CH3:32][O:33][CH2:34][CH2:35][N:36]([CH2:27][C:23]1[CH:22]=[C:21]([C:18]2[CH:19]=[C:20]3[C:15](=[C:16]([C:29]([NH2:31])=[O:30])[CH:17]=2)[NH:14][CH:13]=[C:12]3[CH:9]2[CH2:10][CH2:11][N:6]([S:3]([CH2:1][CH3:2])(=[O:5])=[O:4])[CH2:7][CH2:8]2)[CH:26]=[CH:25][CH:24]=1)[CH2:37][CH2:38][O:39][CH3:40]. The yield is 0.160.